This data is from Full USPTO retrosynthesis dataset with 1.9M reactions from patents (1976-2016). The task is: Predict the reactants needed to synthesize the given product. (1) Given the product [Cl:1][C:2]1[CH:3]=[N:4][N:5]([CH3:17])[C:6]=1[C:7]1[C:8]([CH3:16])=[C:9]([CH:13]=[CH:14][CH:15]=1)[C:10]([NH:29][CH2:30][C:31]1[C:32](=[O:39])[NH:33][C:34]([CH3:38])=[CH:35][C:36]=1[CH3:37])=[O:12], predict the reactants needed to synthesize it. The reactants are: [Cl:1][C:2]1[CH:3]=[N:4][N:5]([CH3:17])[C:6]=1[C:7]1[C:8]([CH3:16])=[C:9]([CH:13]=[CH:14][CH:15]=1)[C:10]([O-:12])=O.[OH-].[Na+].Cl.C(N(CC)CC)C.Cl.[NH2:29][CH2:30][C:31]1[C:32](=[O:39])[NH:33][C:34]([CH3:38])=[CH:35][C:36]=1[CH3:37].F[P-](F)(F)(F)(F)F.N1(OC(N(C)C)=[N+](C)C)C2N=CC=CC=2N=N1. (2) Given the product [C:16]([C:14]1[C:13]([S:18]([C:19]([F:22])([F:20])[F:21])=[O:23])=[C:12]([NH:24][CH2:1][OH:2])[N:11]([C:8]2[C:7]([Cl:25])=[CH:6][C:5]([C:26]([F:27])([F:29])[F:28])=[CH:4][C:9]=2[Cl:10])[N:15]=1)#[N:17], predict the reactants needed to synthesize it. The reactants are: [CH3:1][O-:2].[Na+].[CH:4]1[C:5]([C:26]([F:29])([F:28])[F:27])=[CH:6][C:7]([Cl:25])=[C:8]([N:11]2[N:15]=[C:14]([C:16]#[N:17])[C:13]([S+:18]([O-:23])[C:19]([F:22])([F:21])[F:20])=[C:12]2[NH2:24])[C:9]=1[Cl:10].C=O. (3) Given the product [C:15]([O:19][C:20]([NH:22][C@@:23]1([C:34]([O:36][CH2:7][C:8]2[CH:13]=[CH:12][CH:11]=[CH:10][CH:9]=2)=[O:35])[CH2:30][C:27]2([CH2:29][CH2:28]2)[C@@H:26]2[C@H:24]1[C@H:25]2[C:31]([O:33][CH2:7][C:8]1[CH:13]=[CH:12][CH:11]=[CH:10][CH:9]=1)=[O:32])=[O:21])([CH3:18])([CH3:16])[CH3:17], predict the reactants needed to synthesize it. The reactants are: C(=O)([O-])[O-].[Cs+].[Cs+].[CH2:7](Br)[C:8]1[CH:13]=[CH:12][CH:11]=[CH:10][CH:9]=1.[C:15]([O:19][C:20]([NH:22][C@@:23]1([C:34]([OH:36])=[O:35])[CH2:30][C:27]2([CH2:29][CH2:28]2)[C@@H:26]2[C@H:24]1[C@H:25]2[C:31]([OH:33])=[O:32])=[O:21])([CH3:18])([CH3:17])[CH3:16]. (4) Given the product [CH2:3]([NH:5][C:6]([C:7]1[CH:8]=[C:9]([F:15])[C:10]([CH3:14])=[C:11]([B:26]([OH:27])[OH:25])[CH:12]=1)=[O:16])[CH3:4], predict the reactants needed to synthesize it. The reactants are: [H-].[Na+].[CH2:3]([NH:5][C:6](=[O:16])[C:7]1[CH:12]=[C:11](I)[C:10]([CH3:14])=[C:9]([F:15])[CH:8]=1)[CH3:4].C([Li])CCC.C([O:25][B:26](OC(C)C)[O:27]C(C)C)(C)C. (5) Given the product [F:1][C:2]1[C:3]([NH:25][C:26]2[CH:31]=[CH:30][C:29]([I:32])=[CH:28][C:27]=2[F:33])=[C:4]([CH:12]=[C:13]([CH2:16][N:17]2[C:21](=[O:24])[CH2:20][CH2:19][O:18]2)[C:14]=1[F:15])[C:5]([NH:7][O:8][CH2:9][CH2:10][OH:11])=[O:6], predict the reactants needed to synthesize it. The reactants are: [F:1][C:2]1[C:3]([NH:25][C:26]2[CH:31]=[CH:30][C:29]([I:32])=[CH:28][C:27]=2[F:33])=[C:4]([CH:12]=[C:13](/[CH:16]=[N:17]/[O:18][CH2:19][CH2:20][C:21](=[O:24])NC)[C:14]=1[F:15])[C:5]([NH:7][O:8][CH2:9][CH2:10][OH:11])=[O:6].ClC(Cl)C(O)=O. (6) Given the product [Cl:1][C:2]1[CH:3]=[C:4]([N:10]2[C:14]([CH:15]=[O:16])=[C:13]([CH2:17][C:18]3[CH:19]=[CH:20][C:21]([C:22]([NH:24][CH2:25][C:26]([OH:29])([CH3:28])[CH3:27])=[O:23])=[CH:30][CH:31]=3)[C:12]([CH3:32])=[N:11]2)[CH:5]=[CH:6][C:7]=1[C:8]#[N:9], predict the reactants needed to synthesize it. The reactants are: [Cl:1][C:2]1[CH:3]=[C:4]([N:10]2[C:14]([CH2:15][OH:16])=[C:13]([CH2:17][C:18]3[CH:31]=[CH:30][C:21]([C:22]([NH:24][CH2:25][C:26]([OH:29])([CH3:28])[CH3:27])=[O:23])=[CH:20][CH:19]=3)[C:12]([CH3:32])=[N:11]2)[CH:5]=[CH:6][C:7]=1[C:8]#[N:9].CN(C=O)C. (7) Given the product [C:15]([O:19][C:20](=[O:33])[NH:21][CH2:22][CH2:23][CH:24]([N:26]1[CH2:31][CH2:30][CH:29]([NH:7][C@H:6]([C:8]2[CH:13]=[CH:12][CH:11]=[CH:10][CH:9]=2)[CH2:5][NH:4][CH2:3][CH:2]([CH3:14])[CH3:1])[CH2:28][CH2:27]1)[CH3:25])([CH3:16])([CH3:17])[CH3:18], predict the reactants needed to synthesize it. The reactants are: [CH3:1][CH:2]([CH3:14])[CH2:3][NH:4][CH2:5][C@@H:6]([C:8]1[CH:13]=[CH:12][CH:11]=[CH:10][CH:9]=1)[NH2:7].[C:15]([O:19][C:20](=[O:33])[NH:21][CH2:22][CH2:23][CH:24]([N:26]1[CH2:31][CH2:30][C:29](=O)[CH2:28][CH2:27]1)[CH3:25])([CH3:18])([CH3:17])[CH3:16].